From a dataset of Forward reaction prediction with 1.9M reactions from USPTO patents (1976-2016). Predict the product of the given reaction. (1) Given the reactants [CH3:1][O:2][C:3]1[CH:8]=[CH:7][C:6]([N:9]2[CH:13]=[CH:12][N:11]=[CH:10]2)=[CH:5][CH:4]=1.[Br:14][CH2:15][CH2:16][CH3:17], predict the reaction product. The product is: [Br-:14].[CH3:1][O:2][C:3]1[CH:8]=[CH:7][C:6]([N+:9]2[CH:13]=[CH:12][N:11]([CH2:15][CH2:16][CH3:17])[CH:10]=2)=[CH:5][CH:4]=1. (2) Given the reactants [CH2:1]([O:3]C1C=CC(N)=C([N+]([O-])=O)C=1)[CH3:2].[N:14]1[CH:19]=[CH:18][CH:17]=[CH:16][C:15]=1[N:20]1[C:24]2[CH:25]=[CH:26][C:27](C(F)(F)F)=[CH:28][C:23]=2[N:22]=[C:21]1/[CH:33]=[CH:34]/[C:35]1[CH:40]=[CH:39][CH:38]=[CH:37][CH:36]=1.[C:41]([OH:46])(=[O:45])[C:42]([OH:44])=[O:43], predict the reaction product. The product is: [C:41]([OH:46])(=[O:45])[C:42]([OH:44])=[O:43].[O:3]([C:27]1[CH:26]=[CH:25][C:24]2[N:20]([C:15]3[CH:16]=[CH:17][CH:18]=[CH:19][N:14]=3)[C:21](/[CH:33]=[CH:34]/[C:35]3[CH:40]=[CH:39][CH:38]=[CH:37][CH:36]=3)=[N:22][C:23]=2[CH:28]=1)[CH2:1][CH3:2]. (3) Given the reactants N=C=N.[F:4][C:5]1[CH:6]=[C:7]([C:12]2[CH:20]=[CH:19][C:15]([C:16]([OH:18])=O)=[CH:14][N:13]=2)[CH:8]=[C:9]([F:11])[CH:10]=1.[NH2:21][CH2:22][C:23]1[CH:28]=[CH:27][C:26]([S:29]([NH:32][CH3:33])(=[O:31])=[O:30])=[CH:25][CH:24]=1, predict the reaction product. The product is: [F:11][C:9]1[CH:8]=[C:7]([C:12]2[CH:20]=[CH:19][C:15]([C:16]([NH:21][CH2:22][C:23]3[CH:24]=[CH:25][C:26]([S:29]([NH:32][CH3:33])(=[O:31])=[O:30])=[CH:27][CH:28]=3)=[O:18])=[CH:14][N:13]=2)[CH:6]=[C:5]([F:4])[CH:10]=1. (4) Given the reactants CS(C)=O.C(Cl)(C(Cl)=O)=O.[CH2:11]([N:18]1[CH2:23][CH2:22][CH2:21][CH2:20][CH:19]1[CH2:24][CH2:25][OH:26])[C:12]1[CH:17]=[CH:16][CH:15]=[CH:14][CH:13]=1, predict the reaction product. The product is: [CH2:11]([N:18]1[CH2:23][CH2:22][CH2:21][CH2:20][CH:19]1[CH2:24][CH:25]=[O:26])[C:12]1[CH:17]=[CH:16][CH:15]=[CH:14][CH:13]=1. (5) Given the reactants IC.[Cl:3][C:4]1[CH:5]=[CH:6][C:7]2[O:11][C:10](=S)[NH:9][C:8]=2[CH:13]=1.[C:14]([O-])([O-])=O.[K+].[K+].ClC1C=CC=C(C(OO)=O)C=1.[S:31]([O-:35])([O-])(=O)=S.[Na+].[Na+], predict the reaction product. The product is: [Cl:3][C:4]1[CH:5]=[CH:6][C:7]2[O:11][C:10]([S:31]([CH3:14])=[O:35])=[N:9][C:8]=2[CH:13]=1. (6) Given the reactants [Si:1]([O:8][C@H:9]1[C@H:14]([N:15]2[CH2:20][CH2:19][O:18][CH2:17][CH2:16]2)[CH2:13][CH2:12][N:11](C(OCC2C=CC=CC=2)=O)[CH2:10]1)([C:4]([CH3:7])([CH3:6])[CH3:5])([CH3:3])[CH3:2], predict the reaction product. The product is: [Si:1]([O:8][C@H:9]1[C@H:14]([N:15]2[CH2:16][CH2:17][O:18][CH2:19][CH2:20]2)[CH2:13][CH2:12][NH:11][CH2:10]1)([C:4]([CH3:7])([CH3:5])[CH3:6])([CH3:2])[CH3:3]. (7) Given the reactants [C:1]([C:5]1[CH:9]=[C:8]([CH2:10][NH2:11])[N:7]([C:12]2[CH:17]=[CH:16][CH:15]=[C:14]([Cl:18])[CH:13]=2)[N:6]=1)([CH3:4])([CH3:3])[CH3:2].C(N(CC)CC)C.[CH3:26][O:27][CH2:28][CH2:29][O:30][C:31]1[N:36]=[CH:35][C:34]([NH:37][C:38](=O)[O:39]C2C=CC=CC=2)=[CH:33][CH:32]=1, predict the reaction product. The product is: [C:1]([C:5]1[CH:9]=[C:8]([CH2:10][NH:11][C:38]([NH:37][C:34]2[CH:35]=[N:36][C:31]([O:30][CH2:29][CH2:28][O:27][CH3:26])=[CH:32][CH:33]=2)=[O:39])[N:7]([C:12]2[CH:17]=[CH:16][CH:15]=[C:14]([Cl:18])[CH:13]=2)[N:6]=1)([CH3:4])([CH3:2])[CH3:3].